Dataset: Forward reaction prediction with 1.9M reactions from USPTO patents (1976-2016). Task: Predict the product of the given reaction. Given the reactants [C:1]([C:3]1[C:8]2[N:9]([CH2:12][C:13]([OH:15])=O)[CH:10]=[N:11][C:7]=2[CH:6]=[CH:5][CH:4]=1)#[N:2].[NH2:16][CH:17]([C:19]1[CH:24]=[CH:23][C:22]([C:25]2([C:29]#[N:30])[CH2:28][CH2:27][CH2:26]2)=[CH:21][CH:20]=1)[CH3:18].CCN(CC)CC.CN(C(ON1N=NC2C=CC=NC1=2)=[N+](C)C)C.F[P-](F)(F)(F)(F)F, predict the reaction product. The product is: [C:1]([C:3]1[C:8]2[N:9]([CH2:12][C:13]([NH:16][CH:17]([C:19]3[CH:24]=[CH:23][C:22]([C:25]4([C:29]#[N:30])[CH2:26][CH2:27][CH2:28]4)=[CH:21][CH:20]=3)[CH3:18])=[O:15])[CH:10]=[N:11][C:7]=2[CH:6]=[CH:5][CH:4]=1)#[N:2].